Dataset: NCI-60 drug combinations with 297,098 pairs across 59 cell lines. Task: Regression. Given two drug SMILES strings and cell line genomic features, predict the synergy score measuring deviation from expected non-interaction effect. (1) Drug 1: CN(C)C1=NC(=NC(=N1)N(C)C)N(C)C. Drug 2: CC1=CC=C(C=C1)C2=CC(=NN2C3=CC=C(C=C3)S(=O)(=O)N)C(F)(F)F. Cell line: HL-60(TB). Synergy scores: CSS=-8.47, Synergy_ZIP=1.38, Synergy_Bliss=-4.40, Synergy_Loewe=-4.96, Synergy_HSA=-8.00. (2) Drug 1: CCC1=CC2CC(C3=C(CN(C2)C1)C4=CC=CC=C4N3)(C5=C(C=C6C(=C5)C78CCN9C7C(C=CC9)(C(C(C8N6C)(C(=O)OC)O)OC(=O)C)CC)OC)C(=O)OC.C(C(C(=O)O)O)(C(=O)O)O. Drug 2: C1=CC(=CC=C1CC(C(=O)O)N)N(CCCl)CCCl.Cl. Cell line: NCI/ADR-RES. Synergy scores: CSS=12.4, Synergy_ZIP=-2.75, Synergy_Bliss=1.76, Synergy_Loewe=0.393, Synergy_HSA=0.393. (3) Drug 1: CN1C(=O)N2C=NC(=C2N=N1)C(=O)N. Drug 2: CN(C(=O)NC(C=O)C(C(C(CO)O)O)O)N=O. Cell line: MCF7. Synergy scores: CSS=-0.464, Synergy_ZIP=-0.655, Synergy_Bliss=-2.60, Synergy_Loewe=-3.57, Synergy_HSA=-2.89. (4) Drug 1: C1CCN(CC1)CCOC2=CC=C(C=C2)C(=O)C3=C(SC4=C3C=CC(=C4)O)C5=CC=C(C=C5)O. Drug 2: CCCCCOC(=O)NC1=NC(=O)N(C=C1F)C2C(C(C(O2)C)O)O. Cell line: MDA-MB-435. Synergy scores: CSS=-6.37, Synergy_ZIP=4.41, Synergy_Bliss=2.45, Synergy_Loewe=-2.08, Synergy_HSA=-2.23.